Dataset: Catalyst prediction with 721,799 reactions and 888 catalyst types from USPTO. Task: Predict which catalyst facilitates the given reaction. (1) Reactant: [CH3:1][S-:2].[Na+].CN(C=O)C.[Br:9][C:10]1[CH:15]=[CH:14][CH:13]=[C:12]([CH2:16]Br)[CH:11]=1. Product: [Br:9][C:10]1[CH:15]=[CH:14][CH:13]=[C:12]([CH2:16][S:2][CH3:1])[CH:11]=1. The catalyst class is: 6. (2) Reactant: C(O[BH-](OC(=O)C)OC(=O)C)(=O)C.[Na+].C(O)(=O)C.[CH3:19][CH:20]1[CH2:25][CH2:24][NH:23][CH2:22][CH2:21]1.[Br:26][C:27]1[CH:32]=[CH:31][C:30]([CH2:33][CH2:34][CH:35]=O)=[C:29]([CH3:37])[CH:28]=1. Product: [Br:26][C:27]1[CH:32]=[CH:31][C:30]([CH2:33][CH2:34][CH2:35][N:23]2[CH2:24][CH2:25][CH:20]([CH3:19])[CH2:21][CH2:22]2)=[C:29]([CH3:37])[CH:28]=1. The catalyst class is: 49. (3) Reactant: [O:1]1[CH:5]=[CH:4][N:3]=[C:2]1[CH2:6][NH:7][C:8]1[CH2:12][S:11][C:10](=[O:13])[N:9]=1.[F:14][C:15]([F:36])([F:35])[C:16]1[CH:30]=[C:29]([C:31]([F:34])([F:33])[F:32])[CH:28]=[CH:27][C:17]=1[CH2:18][N:19]1[CH2:24][CH2:23][CH:22]([CH:25]=O)[CH2:21][CH2:20]1.C([O-])(=O)C.[NH2+]1CCCCC1. Product: [F:36][C:15]([F:14])([F:35])[C:16]1[CH:30]=[C:29]([C:31]([F:34])([F:33])[F:32])[CH:28]=[CH:27][C:17]=1[CH2:18][N:19]1[CH2:24][CH2:23][CH:22](/[CH:25]=[C:12]2/[C:8]([NH:7][CH2:6][C:2]3[O:1][CH:5]=[CH:4][N:3]=3)=[N:9][C:10](=[O:13])[S:11]/2)[CH2:21][CH2:20]1. The catalyst class is: 41. (4) Reactant: [O:1]=[C:2]1[N:6]([CH2:7][C:8]2[CH:13]=[CH:12][CH:11]=[CH:10][CH:9]=2)[C@H:5]2[CH2:14][S:15][C:16](=[C:17]([CH2:21][CH2:22][CH3:23])[C:18]([OH:20])=[O:19])[C@H:4]2[N:3]1[CH2:24][C:25]1[CH:30]=[CH:29][CH:28]=[CH:27][CH:26]=1.[OH-].[Na+].[H][H]. Product: [O:1]=[C:2]1[N:6]([CH2:7][C:8]2[CH:9]=[CH:10][CH:11]=[CH:12][CH:13]=2)[C@H:5]2[CH2:14][S:15][CH:16]([CH:17]([CH2:21][CH2:22][CH3:23])[C:18]([OH:20])=[O:19])[C@H:4]2[N:3]1[CH2:24][C:25]1[CH:26]=[CH:27][CH:28]=[CH:29][CH:30]=1. The catalyst class is: 522.